This data is from Forward reaction prediction with 1.9M reactions from USPTO patents (1976-2016). The task is: Predict the product of the given reaction. (1) Given the reactants [CH:1]([OH:3])=O.C(OC(=O)C)(=O)C.[Cl:11][C:12]1[CH:13]=[C:14]2[C:19](=[CH:20][CH:21]=1)[N:18]=[C:17]([N:22]1[CH2:27][CH2:26][N:25]([CH3:28])[CH2:24][CH2:23]1)[N:16]=[C:15]2[CH2:29][NH2:30], predict the reaction product. The product is: [Cl:11][C:12]1[CH:13]=[C:14]2[C:19](=[CH:20][CH:21]=1)[N:18]=[C:17]([N:22]1[CH2:23][CH2:24][N:25]([CH3:28])[CH2:26][CH2:27]1)[N:16]=[C:15]2[CH2:29][NH:30][CH:1]=[O:3]. (2) Given the reactants [Cl:1][C:2]1[CH:7]=[CH:6][CH:5]=[CH:4][C:3]=1[C:8]1[N:9]([C:24]2[CH:29]=[CH:28][C:27]([Cl:30])=[CH:26][CH:25]=2)[C:10]2[C:15]([N:16]=1)=[C:14]([NH:17][C@@H:18]1[CH2:23][CH2:22][CH2:21][NH:20][CH2:19]1)[N:13]=[CH:12][N:11]=2.C(N(CC)CC)C.[CH2:38]([N:40]=[C:41]=[O:42])[CH3:39], predict the reaction product. The product is: [Cl:1][C:2]1[CH:7]=[CH:6][CH:5]=[CH:4][C:3]=1[C:8]1[N:9]([C:24]2[CH:25]=[CH:26][C:27]([Cl:30])=[CH:28][CH:29]=2)[C:10]2[C:15]([N:16]=1)=[C:14]([NH:17][C@@H:18]1[CH2:23][CH2:22][CH2:21][N:20]([C:41]([NH:40][CH2:38][CH3:39])=[O:42])[CH2:19]1)[N:13]=[CH:12][N:11]=2. (3) Given the reactants [C:1]([O:5][C:6]([N:8]([CH2:20][C:21]1[S:25][CH:24]=[C:23]([N:26]2[C:30]([C:31]([OH:33])=O)=[CH:29][C:28]([C:34]([F:37])([F:36])[F:35])=[N:27]2)[CH:22]=1)[CH2:9][CH2:10][N:11]([C:13]([O:15][C:16]([CH3:19])([CH3:18])[CH3:17])=[O:14])[CH3:12])=[O:7])([CH3:4])([CH3:3])[CH3:2].[CH3:38][O:39][C:40]1[CH:47]=[CH:46][CH:45]=[CH:44][C:41]=1[CH2:42][NH2:43], predict the reaction product. The product is: [C:16]([O:15][C:13]([N:11]([CH3:12])[CH2:10][CH2:9][N:8]([CH2:20][C:21]1[S:25][CH:24]=[C:23]([N:26]2[C:30]([C:31](=[O:33])[NH:43][CH2:42][C:41]3[CH:44]=[CH:45][CH:46]=[CH:47][C:40]=3[O:39][CH3:38])=[CH:29][C:28]([C:34]([F:35])([F:36])[F:37])=[N:27]2)[CH:22]=1)[C:6](=[O:7])[O:5][C:1]([CH3:2])([CH3:3])[CH3:4])=[O:14])([CH3:18])([CH3:19])[CH3:17]. (4) Given the reactants [NH2:1][CH2:2][CH2:3][NH:4][CH2:5][CH2:6][NH:7][CH2:8][CH2:9][NH2:10].[ClH:11], predict the reaction product. The product is: [ClH:11].[ClH:11].[ClH:11].[ClH:11].[NH2:1][CH2:2][CH2:3][NH:4][CH2:5][CH2:6][NH:7][CH2:8][CH2:9][NH2:10]. (5) The product is: [CH:1]1([C:5]2[C:14]([C:15]3[NH:19][C:18]([CH2:20][CH3:21])=[N:17][N:16]=3)=[CH:13][C:8]([C:9]([OH:11])=[O:10])=[C:7]([CH2:22][CH3:23])[CH:6]=2)[CH2:2][CH2:3][CH2:4]1. Given the reactants [CH:1]1([C:5]2[C:14]([C:15]3[NH:19][C:18]([CH2:20][CH3:21])=[N:17][N:16]=3)=[CH:13][C:8]([C:9]([O:11]C)=[O:10])=[C:7]([CH2:22][CH3:23])[CH:6]=2)[CH2:4][CH2:3][CH2:2]1.[OH-].[Na+], predict the reaction product. (6) The product is: [C:11]([O:15][C:16]([N:17]1[CH2:21][CH2:22][C:6]([C:5]2[CH:9]=[CH:10][C:2]([Cl:1])=[CH:3][CH:4]=2)([C:7]#[N:8])[CH2:19][CH2:18]1)=[O:24])([CH3:14])([CH3:13])[CH3:12]. Given the reactants [Cl:1][C:2]1[CH:10]=[CH:9][C:5]([CH2:6][C:7]#[N:8])=[CH:4][CH:3]=1.[C:11]([O:15][C:16](=[O:24])[N:17]([CH2:21][CH2:22]Cl)[CH2:18][CH2:19]Cl)([CH3:14])([CH3:13])[CH3:12].[H-].[Na+], predict the reaction product.